The task is: Predict the reactants needed to synthesize the given product.. This data is from Full USPTO retrosynthesis dataset with 1.9M reactions from patents (1976-2016). (1) The reactants are: [CH2:1]([C:4]1[CH:9]=[CH:8][C:7]([C:10]([C:15]2[CH:20]=[CH:19][C:18]([CH2:21][CH2:22][CH:23]([OH:28])[C:24]([CH3:27])([CH3:26])[CH3:25])=[C:17]([CH3:29])[CH:16]=2)([CH2:13][CH3:14])[CH2:11][CH3:12])=[CH:6][C:5]=1[CH3:30])[CH:2]=[CH2:3].CN(C=O)C.[Si:36](Cl)([CH2:41][CH3:42])([CH2:39][CH3:40])[CH2:37][CH3:38].N1C=CN=C1. Given the product [CH2:1]([C:4]1[CH:9]=[CH:8][C:7]([C:10]([C:15]2[CH:20]=[CH:19][C:18]([CH2:21][CH2:22][CH:23]([O:28][Si:36]([CH2:41][CH3:42])([CH2:39][CH3:40])[CH2:37][CH3:38])[C:24]([CH3:27])([CH3:26])[CH3:25])=[C:17]([CH3:29])[CH:16]=2)([CH2:13][CH3:14])[CH2:11][CH3:12])=[CH:6][C:5]=1[CH3:30])[CH:2]=[CH2:3], predict the reactants needed to synthesize it. (2) Given the product [N:10]1([C:2]2[CH:9]=[CH:8][C:5]([C:6]#[N:7])=[CH:4][CH:3]=2)[CH:14]=[CH:13][CH:12]=[N:11]1, predict the reactants needed to synthesize it. The reactants are: F[C:2]1[CH:9]=[CH:8][C:5]([C:6]#[N:7])=[CH:4][CH:3]=1.[NH:10]1[CH:14]=[CH:13][CH:12]=[N:11]1.C(=O)([O-])[O-].[K+].[K+].O. (3) The reactants are: [NH:1]1[C:5]2=[N:6][CH:7]=[CH:8][CH:9]=[C:4]2[CH:3]=[CH:2]1.[Cl-].[Al+3].[Cl-].[Cl-].[Br:14][CH2:15][C:16](Br)=[O:17]. Given the product [Br:14][CH2:15][C:16]([C:3]1[C:4]2[C:5](=[N:6][CH:7]=[CH:8][CH:9]=2)[NH:1][CH:2]=1)=[O:17], predict the reactants needed to synthesize it. (4) Given the product [Br:25][CH2:10][C:9]1[N:8]([CH2:11][CH2:12][C:13]2[CH:22]=[CH:21][C:16]([C:17]([O:19][CH3:20])=[O:18])=[CH:15][CH:14]=2)[C:7](=[O:23])[C:6]([CH3:24])=[CH:5][C:4]=1[CH:1]1[CH2:2][CH2:3]1, predict the reactants needed to synthesize it. The reactants are: [CH:1]1([C:4]2[CH:5]=[C:6]([CH3:24])[C:7](=[O:23])[N:8]([CH2:11][CH2:12][C:13]3[CH:22]=[CH:21][C:16]([C:17]([O:19][CH3:20])=[O:18])=[CH:15][CH:14]=3)[C:9]=2[CH3:10])[CH2:3][CH2:2]1.[Br:25]Br.C(=O)([O-])O.[Na+].C(Cl)(Cl)Cl. (5) Given the product [CH2:8]([O:15][N:16]1[C:22](=[O:23])[N:21]2[CH2:24][C@H:17]1[CH2:18][CH2:19][C@H:20]2[C:25]1[O:29][C:28]([N:30]2[CH2:35][CH2:34][NH:33][CH2:32][CH2:31]2)=[N:27][N:26]=1)[C:9]1[CH:10]=[CH:11][CH:12]=[CH:13][CH:14]=1, predict the reactants needed to synthesize it. The reactants are: C(O)(C(F)(F)F)=O.[CH2:8]([O:15][N:16]1[C:22](=[O:23])[N:21]2[CH2:24][C@H:17]1[CH2:18][CH2:19][C@H:20]2[C:25]1[O:29][C:28]([N:30]2[CH2:35][CH2:34][N:33](C(OC(C)(C)C)=O)[CH2:32][CH2:31]2)=[N:27][N:26]=1)[C:9]1[CH:14]=[CH:13][CH:12]=[CH:11][CH:10]=1. (6) Given the product [C:22]1([CH3:32])[CH:27]=[CH:26][C:25]([S:28]([O:1][C@H:2]2[CH2:19][CH2:18][C@@:17]3([CH3:20])[C:4](=[CH:5][CH2:6][C@@H:7]4[C@@H:16]3[CH2:15][CH2:14][C@@:12]3([CH3:13])[C@H:8]4[CH2:9][CH2:10][C:11]3=[O:21])[CH2:3]2)(=[O:30])=[O:29])=[CH:24][CH:23]=1, predict the reactants needed to synthesize it. The reactants are: [OH:1][C@H:2]1[CH2:19][CH2:18][C@@:17]2([CH3:20])[C:4](=[CH:5][CH2:6][C@@H:7]3[C@@H:16]2[CH2:15][CH2:14][C@@:12]2([CH3:13])[C@H:8]3[CH2:9][CH2:10][C:11]2=[O:21])[CH2:3]1.[C:22]1([CH3:32])[CH:27]=[CH:26][C:25]([S:28](Cl)(=[O:30])=[O:29])=[CH:24][CH:23]=1.CCOC(C)=O.O.